Predict the product of the given reaction. From a dataset of Forward reaction prediction with 1.9M reactions from USPTO patents (1976-2016). Given the reactants Cl[C:2]1[C:3]([O:16][CH2:17][CH:18]2[CH2:23][O:22][C:21]([CH3:25])([CH3:24])[O:20][CH2:19]2)=[CH:4][C:5]([F:15])=[C:6]([CH:14]=1)[C:7]([O:9][C:10]([CH3:13])([CH3:12])[CH3:11])=[O:8].[CH:26]1(B(O)O)[CH2:28][CH2:27]1.P([O-])([O-])([O-])=O.[K+].[K+].[K+].F[B-](F)(F)F.C1(P(C2CCCCC2)C2CCCCC2)CCCCC1, predict the reaction product. The product is: [CH:26]1([C:2]2[C:3]([O:16][CH2:17][CH:18]3[CH2:23][O:22][C:21]([CH3:25])([CH3:24])[O:20][CH2:19]3)=[CH:4][C:5]([F:15])=[C:6]([CH:14]=2)[C:7]([O:9][C:10]([CH3:13])([CH3:12])[CH3:11])=[O:8])[CH2:28][CH2:27]1.